This data is from Full USPTO retrosynthesis dataset with 1.9M reactions from patents (1976-2016). The task is: Predict the reactants needed to synthesize the given product. (1) The reactants are: FC1C=CC=CC=1C(Cl)=O.[C:11]1([C:21](Cl)=[O:22])[C:20]2[C:15](=[CH:16][CH:17]=[CH:18][CH:19]=2)[CH:14]=[CH:13][CH:12]=1.[NH2:24][C:25]1[CH:26]=[C:27]([CH:38]=[CH:39][N:40]=1)[C:28]([NH:30][CH2:31][C:32]1[CH:37]=[CH:36][CH:35]=[CH:34][CH:33]=1)=[O:29]. Given the product [C:11]1([C:21]([NH:24][C:25]2[CH:26]=[C:27]([CH:38]=[CH:39][N:40]=2)[C:28]([NH:30][CH2:31][C:32]2[CH:37]=[CH:36][CH:35]=[CH:34][CH:33]=2)=[O:29])=[O:22])[C:20]2[C:15](=[CH:16][CH:17]=[CH:18][CH:19]=2)[CH:14]=[CH:13][CH:12]=1, predict the reactants needed to synthesize it. (2) Given the product [CH3:16][N:2]([CH3:1])[C:3]1([C:14]2[CH:21]=[CH:22][CH:17]=[CH:18][CH:19]=2)[CH2:4][CH2:5][C:6]2([CH2:10][NH:9][C:8](=[O:11])[CH2:7]2)[CH2:12][CH2:13]1, predict the reactants needed to synthesize it. The reactants are: [CH3:1][N:2]([CH3:16])[C:3]1([C:14]#N)[CH2:13][CH2:12][C:6]2([CH2:10][NH:9][C:8](=[O:11])[CH2:7]2)[CH2:5][CH2:4]1.[C:17]1([Mg]Cl)[CH:22]=[CH:21]C=[CH:19][CH:18]=1.[Cl-].[NH4+]. (3) Given the product [C:2](=[O:6])=[O:3].[F:40][C:2]1([F:1])[O:6][C:5]2[CH:7]=[CH:8][C:9]([C:11]3([C:14]([NH:16][C@H:17]4[CH2:22][C@@H:21]([C:23]5[CH:28]=[CH:27][CH:26]=[C:25]([O:29][CH3:30])[CH:24]=5)[O:20][C@@H:19]([C:31]5[CH:32]=[C:33]([CH:37]=[CH:38][CH:39]=5)[C:34]([OH:36])=[O:35])[CH2:18]4)=[O:15])[CH2:12][CH2:13]3)=[CH:10][C:4]=2[O:3]1, predict the reactants needed to synthesize it. The reactants are: [F:1][C:2]1([F:40])[O:6][C:5]2[CH:7]=[CH:8][C:9]([C:11]3([C:14]([NH:16][C@H:17]4[CH2:22][C@@H:21]([C:23]5[CH:28]=[CH:27][CH:26]=[C:25]([O:29][CH3:30])[CH:24]=5)[O:20][C@@H:19]([C:31]5[CH:32]=[C:33]([CH:37]=[CH:38][CH:39]=5)[C:34]([OH:36])=[O:35])[CH2:18]4)=[O:15])[CH2:13][CH2:12]3)=[CH:10][C:4]=2[O:3]1. (4) Given the product [CH:31]1([C:13]2[CH:12]=[C:11]([C:22]([O:24][CH2:25][CH3:26])=[O:23])[CH:10]=[C:9]([O:27][CH:28]([CH3:29])[CH3:30])[C:8]=2[C:5]2[CH:6]=[CH:7][C:2]([F:1])=[CH:3][CH:4]=2)[CH2:33][CH2:32]1, predict the reactants needed to synthesize it. The reactants are: [F:1][C:2]1[CH:7]=[CH:6][C:5]([C:8]2[C:13](OS(C(F)(F)F)(=O)=O)=[CH:12][C:11]([C:22]([O:24][CH2:25][CH3:26])=[O:23])=[CH:10][C:9]=2[O:27][CH:28]([CH3:30])[CH3:29])=[CH:4][CH:3]=1.[CH:31]1(B(O)O)[CH2:33][CH2:32]1.C1(P(C2CCCCC2)C2C=CC=CC=2C2C(OC)=CC=CC=2OC)CCCCC1.C(=O)([O-])[O-].[Na+].[Na+]. (5) Given the product [NH2:10][C:4]1[C:5]([C:8]#[N:9])=[N:6][CH:7]=[C:2]([Br:1])[CH:3]=1, predict the reactants needed to synthesize it. The reactants are: [Br:1][C:2]1[CH:3]=[C:4]([N+:10]([O-])=O)[C:5]([C:8]#[N:9])=[N:6][CH:7]=1.[OH-].[Na+].